The task is: Predict the reaction yield, written as a fraction of the theoretical maximum amount of product (1.0 means a 100% yield; for example, 0.34 means a 34% yield).. This data is from Reaction yield outcomes from USPTO patents with 853,638 reactions. The reactants are [Cl:1][C:2]1[C:7]([F:8])=[C:6]([NH2:9])[CH:5]=[CH:4][N:3]=1.[H-].[Na+].[Cl:12][C:13]1[CH:21]=[C:20]([C:22]#[N:23])[CH:19]=[C:18]([Cl:24])[C:14]=1[C:15](Cl)=[O:16].Cl. The catalyst is CN(C=O)C.C(Cl)Cl.O. The product is [Cl:12][C:13]1[CH:21]=[C:20]([C:22]#[N:23])[CH:19]=[C:18]([Cl:24])[C:14]=1[C:15]([NH:9][C:6]1[CH:5]=[CH:4][N:3]=[C:2]([Cl:1])[C:7]=1[F:8])=[O:16]. The yield is 0.670.